This data is from Full USPTO retrosynthesis dataset with 1.9M reactions from patents (1976-2016). The task is: Predict the reactants needed to synthesize the given product. (1) Given the product [Cl:25][C:18]1[CH:17]=[C:16]([CH:26]([NH:28][C:29]2[N:37]=[CH:36][N:35]=[C:34]3[C:30]=2[N:31]=[CH:32][NH:33]3)[CH3:27])[C:15]([N:12]2[CH2:11][CH2:10][CH:9]([OH:8])[CH2:14][CH2:13]2)=[C:24]2[C:19]=1[CH:20]=[CH:21][CH:22]=[N:23]2, predict the reactants needed to synthesize it. The reactants are: [Si]([O:8][CH:9]1[CH2:14][CH2:13][N:12]([C:15]2[C:16]([CH:26]([NH:28][C:29]3[N:37]=[CH:36][N:35]=[C:34]4[C:30]=3[N:31]=[CH:32][NH:33]4)[CH3:27])=[CH:17][C:18]([Cl:25])=[C:19]3[C:24]=2[N:23]=[CH:22][CH:21]=[CH:20]3)[CH2:11][CH2:10]1)(C(C)(C)C)(C)C.F[Si-2](F)(F)(F)(F)F.[H+].[H+].O.[OH-].[Na+]. (2) Given the product [CH3:3][CH:2]([CH2:4][N:5]([S:34]([C:37]1[CH:42]=[CH:41][C:40]([NH2:43])=[CH:39][CH:38]=1)(=[O:36])=[O:35])[C@H:6]([C:31]([NH:70][NH2:71])=[O:33])[CH2:7][CH2:8][CH2:9][CH2:10][NH:11][C:12]([C@@H:14]([NH:22][S:23]([C:26]1[S:30][CH:29]=[CH:28][CH:27]=1)(=[O:25])=[O:24])[CH2:15][C:16]1[CH:17]=[CH:18][CH:19]=[CH:20][CH:21]=1)=[O:13])[CH3:1], predict the reactants needed to synthesize it. The reactants are: [CH3:1][CH:2]([CH2:4][N:5]([S:34]([C:37]1[CH:42]=[CH:41][C:40]([NH2:43])=[CH:39][CH:38]=1)(=[O:36])=[O:35])[C@H:6]([C:31]([OH:33])=O)[CH2:7][CH2:8][CH2:9][CH2:10][NH:11][C:12]([C@@H:14]([NH:22][S:23]([C:26]1[S:30][CH:29]=[CH:28][CH:27]=1)(=[O:25])=[O:24])[CH2:15][C:16]1[CH:21]=[CH:20][CH:19]=[CH:18][CH:17]=1)=[O:13])[CH3:3].C1C([N+]([O-])=O)=CC=C(O)C=1.C1CCC(N=C=NC2CCCCC2)CC1.O.[NH2:70][NH2:71]. (3) Given the product [CH3:10][C:11]1([CH3:27])[C:19]2[C:14](=[CH:15][C:16]([CH2:20][CH2:21][NH:22][C:1](=[O:8])[C:2]3[CH:7]=[CH:6][CH:5]=[CH:4][CH:3]=3)=[CH:17][CH:18]=2)[C:13]([CH3:24])([CH3:23])[C:12]1([CH3:26])[CH3:25], predict the reactants needed to synthesize it. The reactants are: [C:1](Cl)(=[O:8])[C:2]1[CH:7]=[CH:6][CH:5]=[CH:4][CH:3]=1.[CH3:10][C:11]1([CH3:27])[C:19]2[C:14](=[CH:15][C:16]([CH2:20][CH2:21][NH2:22])=[CH:17][CH:18]=2)[C:13]([CH3:24])([CH3:23])[C:12]1([CH3:26])[CH3:25].C(N(CC)CC)C. (4) Given the product [OH:11][C:3]1[CH:4]=[CH:5][C:6]([N+:8]([O-:10])=[O:9])=[CH:7][C:2]=1[NH:1][C:12](=[O:13])[O:14][C:15]([CH3:18])([CH3:17])[CH3:16], predict the reactants needed to synthesize it. The reactants are: [NH2:1][C:2]1[CH:7]=[C:6]([N+:8]([O-:10])=[O:9])[CH:5]=[CH:4][C:3]=1[OH:11].[C:12](O[C:12]([O:14][C:15]([CH3:18])([CH3:17])[CH3:16])=[O:13])([O:14][C:15]([CH3:18])([CH3:17])[CH3:16])=[O:13].CCCCCC.C(OCC)(=O)C. (5) The reactants are: CC1C=CC=C(C)C=1[NH:9]C(=O)CN1CCN(CC(O)COC2CC3C(=CC=CC=3)C2)CC1.[CH:33]1([OH:38])[CH2:37][CH2:36][CH2:35][CH2:34]1.[CH2:39]1[C:47]2[C:42](=CC=CC=2)[CH2:41][CH:40]1O. Given the product [CH3:39][C:40]1[CH:41]=[CH:42][CH:47]=[C:35]([CH3:34])[C:36]=1[CH2:37][C:33]([NH2:9])=[O:38], predict the reactants needed to synthesize it.